Dataset: Full USPTO retrosynthesis dataset with 1.9M reactions from patents (1976-2016). Task: Predict the reactants needed to synthesize the given product. (1) Given the product [OH:51][C:48]([C:45]1[N:46]=[CH:47][C:42]([N:6]2[CH2:5][C@@:4]3([CH2:10][CH2:11][CH2:12][C@@:2]([CH2:13][N:14]4[C:18]5[CH:19]=[C:20]([C:23]#[N:24])[CH:21]=[CH:22][C:17]=5[N:16]=[CH:15]4)([CH3:1])[CH2:3]3)[O:8][C:7]2=[O:9])=[N:43][CH:44]=1)([CH3:50])[CH3:49], predict the reactants needed to synthesize it. The reactants are: [CH3:1][C@:2]1([CH2:13][N:14]2[C:18]3[CH:19]=[C:20]([C:23]#[N:24])[CH:21]=[CH:22][C:17]=3[N:16]=[CH:15]2)[CH2:12][CH2:11][CH2:10][C@:4]2([O:8][C:7](=[O:9])[NH:6][CH2:5]2)[CH2:3]1.[O-]P([O-])([O-])=O.[K+].[K+].[K+].N[C@@H]1CCCC[C@H]1N.Br[C:42]1[N:43]=[CH:44][C:45]([C:48]([OH:51])([CH3:50])[CH3:49])=[N:46][CH:47]=1. (2) Given the product [S:1]([N:11]1[CH2:15][CH2:14][CH2:13][C@@H:12]1[C:16]([O:18][C@:19]([C:27]1[CH:35]=[C:34]2[N:30]([CH2:31][CH2:32][C:33]32[O:39][CH2:38][CH2:37][O:36]3)[C:29](=[O:40])[C:28]=1[CH2:41][NH:42][C:43](=[O:45])[CH3:44])([CH2:25][CH3:26])[C:20]([O:22][CH2:23][CH3:24])=[O:21])=[O:17])([C:4]1[CH:10]=[CH:9][C:7]([CH3:8])=[CH:6][CH:5]=1)(=[O:2])=[O:3], predict the reactants needed to synthesize it. The reactants are: [S:1]([N:11]1[CH2:15][CH2:14][CH2:13][C@@H:12]1[C:16]([O:18][C@:19]([C:27]1[CH:35]=[C:34]2[N:30]([CH2:31][CH2:32][C:33]32[O:39][CH2:38][CH2:37][O:36]3)[C:29](=[O:40])[C:28]=1[C:41]#[N:42])([CH2:25][CH3:26])[C:20]([O:22][CH2:23][CH3:24])=[O:21])=[O:17])([C:4]1[CH:10]=[CH:9][C:7]([CH3:8])=[CH:6][CH:5]=1)(=[O:3])=[O:2].[C:43](OC(=O)C)(=[O:45])[CH3:44].[H][H]. (3) The reactants are: [NH2:1][C:2]1[CH:3]=[C:4]([C:8]([OH:17])([C:13]([F:16])([F:15])[F:14])[C:9]([F:12])([F:11])[F:10])[CH:5]=[CH:6][CH:7]=1.[C:18]([O:22][C:23]([N:25]1[CH2:29][CH2:28][CH2:27][CH:26]1[CH2:30]O)=[O:24])([CH3:21])([CH3:20])[CH3:19].C1C=CC(P(C2C=CC=CC=2)C2C=CC=CC=2)=CC=1. Given the product [C:18]([O:22][C:23]([N:25]1[CH2:29][CH2:28][CH2:27][CH:26]1[CH2:30][O:17][C:8]([C:4]1[CH:5]=[CH:6][CH:7]=[C:2]([NH2:1])[CH:3]=1)([C:9]([F:10])([F:11])[F:12])[C:13]([F:14])([F:15])[F:16])=[O:24])([CH3:21])([CH3:19])[CH3:20], predict the reactants needed to synthesize it. (4) Given the product [F:24][C:25]1[N:30]=[C:29]([NH:31][C:21]([C:19]2[C:18]3[C:13](=[CH:14][CH:15]=[CH:16][CH:17]=3)[N:12]=[C:11]([C:5]3[CH:6]=[CH:7][C:8]([O:9][CH3:10])=[C:3]([O:2][CH3:1])[CH:4]=3)[CH:20]=2)=[O:23])[CH:28]=[CH:27][CH:26]=1, predict the reactants needed to synthesize it. The reactants are: [CH3:1][O:2][C:3]1[CH:4]=[C:5]([C:11]2[CH:20]=[C:19]([C:21]([OH:23])=O)[C:18]3[C:13](=[CH:14][CH:15]=[CH:16][CH:17]=3)[N:12]=2)[CH:6]=[CH:7][C:8]=1[O:9][CH3:10].[F:24][C:25]1[N:30]=[C:29]([NH2:31])[CH:28]=[CH:27][CH:26]=1.C(N(CC)CC)C.CCCP1(OP(CCC)(=O)OP(CCC)(=O)O1)=O. (5) Given the product [CH2:34]([N:41]1[CH2:46][CH2:45][CH:44]([NH:47][C:10](=[O:12])[C:9]([C:3]2[CH:4]=[C:5]([F:8])[CH:6]=[CH:7][C:2]=2[Br:1])([CH3:14])[CH3:13])[CH2:43][CH2:42]1)[C:35]1[CH:36]=[CH:37][CH:38]=[CH:39][CH:40]=1, predict the reactants needed to synthesize it. The reactants are: [Br:1][C:2]1[CH:7]=[CH:6][C:5]([F:8])=[CH:4][C:3]=1[C:9]([CH3:14])([CH3:13])[C:10]([OH:12])=O.ClC(Cl)(OC(=O)OC(Cl)(Cl)Cl)Cl.C(N(CC)CC)C.[CH2:34]([N:41]1[CH2:46][CH2:45][CH:44]([NH2:47])[CH2:43][CH2:42]1)[C:35]1[CH:40]=[CH:39][CH:38]=[CH:37][CH:36]=1. (6) Given the product [CH2:27]([O:29][CH2:30][C:31]([N:16]1[CH2:17][CH2:18][CH:13]([O:12][C:9]2[C:10]([CH3:11])=[C:5]([O:4][C:3]3[CH:19]=[CH:20][C:21]([S:23]([CH3:26])(=[O:24])=[O:25])=[CH:22][C:2]=3[F:1])[N:6]=[CH:7][N:8]=2)[CH2:14][CH2:15]1)=[O:32])[CH3:28], predict the reactants needed to synthesize it. The reactants are: [F:1][C:2]1[CH:22]=[C:21]([S:23]([CH3:26])(=[O:25])=[O:24])[CH:20]=[CH:19][C:3]=1[O:4][C:5]1[C:10]([CH3:11])=[C:9]([O:12][CH:13]2[CH2:18][CH2:17][NH:16][CH2:15][CH2:14]2)[N:8]=[CH:7][N:6]=1.[CH2:27]([O:29][CH2:30][C:31](O)=[O:32])[CH3:28].CN(C(ON1N=NC2C=CC=NC1=2)=[N+](C)C)C.F[P-](F)(F)(F)(F)F. (7) The reactants are: [CH2:1]([O:3][C@H:4]1[CH2:9][CH2:8][C@H:7]([N:10]2[CH2:15][CH2:14][CH:13]([NH:16][C:17]3[CH:18]=[C:19]([CH:22]=[CH:23][C:24]=3[N+:25]([O-])=O)[C:20]#[N:21])[CH2:12][CH2:11]2)[CH2:6][CH2:5]1)[CH3:2].Cl. Given the product [NH2:25][C:24]1[CH:23]=[CH:22][C:19]([C:20]#[N:21])=[CH:18][C:17]=1[NH:16][CH:13]1[CH2:12][CH2:11][N:10]([C@H:7]2[CH2:8][CH2:9][C@H:4]([O:3][CH2:1][CH3:2])[CH2:5][CH2:6]2)[CH2:15][CH2:14]1, predict the reactants needed to synthesize it. (8) The reactants are: [BH4-].[Na+].[Cl:3][C:4]1[C:5]([CH2:16][O:17][CH3:18])=[CH:6][CH:7]=[C:8]2[C:13]=1[N:12]=[C:11]([CH:14]=[O:15])[CH:10]=[CH:9]2. Given the product [Cl:3][C:4]1[C:5]([CH2:16][O:17][CH3:18])=[CH:6][CH:7]=[C:8]2[C:13]=1[N:12]=[C:11]([CH2:14][OH:15])[CH:10]=[CH:9]2, predict the reactants needed to synthesize it. (9) Given the product [Cl:1][C:2]1[CH:34]=[C:33]([Cl:35])[CH:32]=[CH:31][C:3]=1[O:4][CH2:5][CH2:6][CH2:7][C:8]1[CH:9]=[C:10]([C:13]2[CH:18]=[CH:17][C:16]([S:19]([N:22]([CH2:28][O:29][CH3:30])[C:23]3[S:24][CH:25]=[CH:26][N:27]=3)(=[O:21])=[O:20])=[CH:15][CH:14]=2)[NH:11][N:12]=1, predict the reactants needed to synthesize it. The reactants are: [Cl:1][C:2]1[CH:34]=[C:33]([Cl:35])[CH:32]=[CH:31][C:3]=1[O:4][CH2:5][CH2:6][CH2:7][C:8]1[CH2:9][CH:10]([C:13]2[CH:18]=[CH:17][C:16]([S:19]([N:22]([CH2:28][O:29][CH3:30])[C:23]3[S:24][CH:25]=[CH:26][N:27]=3)(=[O:21])=[O:20])=[CH:15][CH:14]=2)[NH:11][N:12]=1. (10) Given the product [C:1]([C:3]1([CH2:27][CH:28]2[CH2:30][CH2:29]2)[CH2:8][CH2:7][N:6]([C:9]([O:11][C:12]([CH3:15])([CH3:14])[CH3:13])=[O:10])[CH2:5][CH2:4]1)#[N:2], predict the reactants needed to synthesize it. The reactants are: [C:1]([CH:3]1[CH2:8][CH2:7][N:6]([C:9]([O:11][C:12]([CH3:15])([CH3:14])[CH3:13])=[O:10])[CH2:5][CH2:4]1)#[N:2].C[Si]([N-][Si](C)(C)C)(C)C.[K+].Br[CH2:27][CH:28]1[CH2:30][CH2:29]1.[NH4+].[Cl-].